This data is from Forward reaction prediction with 1.9M reactions from USPTO patents (1976-2016). The task is: Predict the product of the given reaction. (1) Given the reactants Br[C:2]1[CH:23]=[CH:22][C:5]([C:6]([NH:8][S:9]([C:12]2[CH:17]=[CH:16][CH:15]=[CH:14][C:13]=2[S:18](=[O:21])(=[O:20])[NH2:19])(=[O:11])=[O:10])=[O:7])=[CH:4][C:3]=1[OH:24].[CH3:25][O:26][C:27]([CH3:31])([CH3:30])[C:28]#[CH:29], predict the reaction product. The product is: [OH:24][C:3]1[CH:4]=[C:5]([CH:22]=[CH:23][C:2]=1[C:29]#[C:28][C:27]([O:26][CH3:25])([CH3:31])[CH3:30])[C:6]([NH:8][S:9]([C:12]1[CH:17]=[CH:16][CH:15]=[CH:14][C:13]=1[S:18](=[O:21])(=[O:20])[NH2:19])(=[O:11])=[O:10])=[O:7]. (2) Given the reactants [CH2:1]([C:9]1[CH:15]=[CH:14][C:12]([NH2:13])=[CH:11][CH:10]=1)[CH2:2][CH2:3][CH2:4][CH2:5][CH2:6][CH2:7][CH3:8].OO.[I:18]I, predict the reaction product. The product is: [I:18][C:14]1[CH:15]=[C:9]([CH2:1][CH2:2][CH2:3][CH2:4][CH2:5][CH2:6][CH2:7][CH3:8])[CH:10]=[CH:11][C:12]=1[NH2:13]. (3) Given the reactants [NH2:1][C:2]1[NH:6][C:5]([C:7]2[CH:12]=[CH:11][C:10]([F:13])=[CH:9][CH:8]=2)=[N:4][C:3]=1[C:14]1[CH:19]=[CH:18][CH:17]=[CH:16][CH:15]=1.N1C=CC=CC=1.[C:26]([Cl:30])(=[O:29])[O:27][CH3:28].C(OCC)C, predict the reaction product. The product is: [ClH:30].[CH3:28][O:27][C:26]([NH:1][C:2]1[NH:6][C:5]([C:7]2[CH:8]=[CH:9][C:10]([F:13])=[CH:11][CH:12]=2)=[N:4][C:3]=1[C:14]1[CH:19]=[CH:18][CH:17]=[CH:16][CH:15]=1)=[O:29]. (4) Given the reactants [CH3:1][O:2][C:3]1[CH:8]=[CH:7][CH:6]=[CH:5][C:4]=1[S:9]([N:12]([CH3:31])[C:13]1[CH:14]=[CH:15][CH:16]=[C:17]2[C:21]=1[NH:20][C:19]([C:22]1[S:23][CH:24]([CH2:27][C:28](O)=[O:29])[CH2:25][N:26]=1)=[CH:18]2)(=[O:11])=[O:10].N[N:33]1[CH:37]=[N:36][CH:35]=[N:34]1.[N:38]1(O)C2C=CC=CC=2N=N1.Cl.CN(C)CCCN=C=NCC, predict the reaction product. The product is: [CH3:1][O:2][C:3]1[CH:8]=[CH:7][CH:6]=[CH:5][C:4]=1[S:9]([N:12]([CH3:31])[C:13]1[CH:14]=[CH:15][CH:16]=[C:17]2[C:21]=1[NH:20][C:19]([C:22]1[S:23][CH:24]([CH2:27][C:28]([NH:38][C:35]3[NH:36][CH:37]=[N:33][N:34]=3)=[O:29])[CH2:25][N:26]=1)=[CH:18]2)(=[O:10])=[O:11]. (5) Given the reactants [Br:1][C:2]1[CH:3]=[CH:4][C:5]([CH2:8][O:9][C:10]2[CH:15]=[CH:14][N:13]([CH2:16][CH2:17][C:18]3[CH:23]=[CH:22][C:21]([CH2:24]O)=[CH:20][CH:19]=3)[C:12](=[O:26])[CH:11]=2)=[N:6][CH:7]=1.P(Br)(Br)[Br:28], predict the reaction product. The product is: [Br:28][CH2:24][C:21]1[CH:22]=[CH:23][C:18]([CH2:17][CH2:16][N:13]2[CH:14]=[CH:15][C:10]([O:9][CH2:8][C:5]3[CH:4]=[CH:3][C:2]([Br:1])=[CH:7][N:6]=3)=[CH:11][C:12]2=[O:26])=[CH:19][CH:20]=1. (6) Given the reactants C([O:8][C:9]1[C:10]([O:38][CH3:39])=[CH:11][C:12]2[CH:13]3[CH:21]([CH2:22][CH2:23][C:24]=2[CH:25]=1)[CH:20]1[C:16]([CH3:37])([CH:17]([O:26][CH2:27][CH2:28][O:29][Si:30]([C:33]([CH3:36])([CH3:35])[CH3:34])([CH3:32])[CH3:31])[CH2:18][CH2:19]1)[CH2:15][CH2:14]3)C1C=CC=CC=1, predict the reaction product. The product is: [C:33]([Si:30]([CH3:32])([CH3:31])[O:29][CH2:28][CH2:27][O:26][CH:17]1[C:16]2([CH3:37])[CH:20]([CH:21]3[CH:13]([CH2:14][CH2:15]2)[C:12]2[CH:11]=[C:10]([O:38][CH3:39])[C:9]([OH:8])=[CH:25][C:24]=2[CH2:23][CH2:22]3)[CH2:19][CH2:18]1)([CH3:36])([CH3:35])[CH3:34].